From a dataset of Forward reaction prediction with 1.9M reactions from USPTO patents (1976-2016). Predict the product of the given reaction. Given the reactants [Cl:1][C:2]1[S:6][C:5]([C:7]([O:9][CH3:10])=[O:8])=[CH:4][C:3]=1[C:11]1[N:15]([CH2:16][CH3:17])[N:14]=[CH:13][CH:12]=1.C1C(=O)N([Cl:25])C(=O)C1, predict the reaction product. The product is: [Cl:1][C:2]1[S:6][C:5]([C:7]([O:9][CH3:10])=[O:8])=[CH:4][C:3]=1[C:11]1[N:15]([CH2:16][CH3:17])[N:14]=[CH:13][C:12]=1[Cl:25].